This data is from NCI-60 drug combinations with 297,098 pairs across 59 cell lines. The task is: Regression. Given two drug SMILES strings and cell line genomic features, predict the synergy score measuring deviation from expected non-interaction effect. (1) Synergy scores: CSS=-3.25, Synergy_ZIP=0.840, Synergy_Bliss=-3.40, Synergy_Loewe=-5.21, Synergy_HSA=-5.21. Drug 1: CC(C1=C(C=CC(=C1Cl)F)Cl)OC2=C(N=CC(=C2)C3=CN(N=C3)C4CCNCC4)N. Drug 2: C1=NC2=C(N=C(N=C2N1C3C(C(C(O3)CO)O)O)F)N. Cell line: OVCAR-4. (2) Drug 1: CCN(CC)CCCC(C)NC1=C2C=C(C=CC2=NC3=C1C=CC(=C3)Cl)OC. Drug 2: CC(C)CN1C=NC2=C1C3=CC=CC=C3N=C2N. Cell line: MDA-MB-435. Synergy scores: CSS=-1.09, Synergy_ZIP=0.219, Synergy_Bliss=1.13, Synergy_Loewe=-5.88, Synergy_HSA=-5.54.